This data is from Reaction yield outcomes from USPTO patents with 853,638 reactions. The task is: Predict the reaction yield, written as a fraction of the theoretical maximum amount of product (1.0 means a 100% yield; for example, 0.34 means a 34% yield). The reactants are [F:1][C:2]1[CH:7]=[CH:6][C:5]([C:8]2[C:16]3[C:11](=[CH:12][CH:13]=[C:14]([C:17]#[C:18][C:19]4[CH:24]=[CH:23][CH:22]=[CH:21][CH:20]=4)[CH:15]=3)[NH:10][N:9]=2)=[CH:4][CH:3]=1.N1C2C(=CC=CC=2)C=CC=1. The catalyst is C(OCC)(=O)C.[Pd]. The product is [C:19]1(/[CH:18]=[CH:17]\[C:14]2[CH:15]=[C:16]3[C:11](=[CH:12][CH:13]=2)[NH:10][N:9]=[C:8]3[C:5]2[CH:4]=[CH:3][C:2]([F:1])=[CH:7][CH:6]=2)[CH:20]=[CH:21][CH:22]=[CH:23][CH:24]=1. The yield is 0.460.